This data is from Full USPTO retrosynthesis dataset with 1.9M reactions from patents (1976-2016). The task is: Predict the reactants needed to synthesize the given product. (1) Given the product [C:1]([O:4][CH:5]1[CH2:10][CH2:9][C:8]([N:20]2[CH:24]=[CH:23][N:22]=[CH:21]2)=[CH:7][C:6]1=[O:12])(=[O:3])[CH3:2], predict the reactants needed to synthesize it. The reactants are: [C:1]([O:4][CH:5]1[CH2:10][CH2:9][C:8](Br)=[CH:7][C:6]1=[O:12])(=[O:3])[CH3:2].CCN(CC)CC.[NH:20]1[CH:24]=[CH:23][N:22]=[CH:21]1. (2) Given the product [Si:1]([O:8][CH2:9][CH:10]([N:38]1[CH2:39][CH2:40][C:33]2([C:32](=[O:41])[N:31]([C:26]3[CH2:27][O:28][C:29](=[O:30])[C:25]=3[CH3:24])[CH2:35][CH2:34]2)[CH2:36][CH2:37]1)[CH2:11][C:12]1[C:13]([CH3:22])=[C:14]2[C:18](=[CH:19][CH:20]=1)[C:17](=[O:21])[O:16][CH2:15]2)([C:4]([CH3:7])([CH3:6])[CH3:5])([CH3:3])[CH3:2], predict the reactants needed to synthesize it. The reactants are: [Si:1]([O:8][CH2:9][C:10](=O)[CH2:11][C:12]1[C:13]([CH3:22])=[C:14]2[C:18](=[CH:19][CH:20]=1)[C:17](=[O:21])[O:16][CH2:15]2)([C:4]([CH3:7])([CH3:6])[CH3:5])([CH3:3])[CH3:2].[CH3:24][C:25]1[C:29](=[O:30])[O:28][CH2:27][C:26]=1[N:31]1[CH2:35][CH2:34][C:33]2([CH2:40][CH2:39][NH:38][CH2:37][CH2:36]2)[C:32]1=[O:41].[Na]. (3) Given the product [Cl:20][C:21]1[CH:22]=[C:23]([CH:24]=[CH:25][CH:26]=1)[O:27][C:2]1[C:11]2[C:6](=[CH:7][C:8]([O:12][CH3:13])=[CH:9][CH:10]=2)[CH:5]=[C:4]([NH:14][C:15]2[CH:19]=[CH:18][NH:17][N:16]=2)[N:3]=1, predict the reactants needed to synthesize it. The reactants are: Cl[C:2]1[C:11]2[C:6](=[CH:7][C:8]([O:12][CH3:13])=[CH:9][CH:10]=2)[CH:5]=[C:4]([NH:14][C:15]2[CH:19]=[CH:18][NH:17][N:16]=2)[N:3]=1.[Cl:20][C:21]1[CH:22]=[C:23]([OH:27])[CH:24]=[CH:25][CH:26]=1. (4) Given the product [NH2:40][C:39]1[C:30]([C:28]([NH:27][C:22]2[CH:23]=[N:24][CH:25]=[CH:26][C:21]=2[N:11]2[CH2:12][C@H:13]([CH3:20])[C@H:14]([N:15]3[CH:19]=[CH:18][N:17]=[N:16]3)[C@H:9]([NH2:8])[CH2:10]2)=[O:29])=[N:31][C:32]2[C:37]([CH:38]=1)=[CH:36][CH:35]=[C:34]([N:51]1[CH2:52][CH2:53][N:54]([CH3:57])[CH2:55][CH2:56]1)[CH:33]=2, predict the reactants needed to synthesize it. The reactants are: C(OC([NH:8][C@H:9]1[C@@H:14]([N:15]2[CH:19]=[CH:18][N:17]=[N:16]2)[C@@H:13]([CH3:20])[CH2:12][N:11]([C:21]2[CH:26]=[CH:25][N:24]=[CH:23][C:22]=2[NH:27][C:28]([C:30]2[C:39]([NH:40]C(=O)OCC3C=CC=CC=3)=[CH:38][C:37]3[C:32](=[CH:33][C:34]([N:51]4[CH2:56][CH2:55][N:54]([CH3:57])[CH2:53][CH2:52]4)=[CH:35][CH:36]=3)[N:31]=2)=[O:29])[CH2:10]1)=O)(C)(C)C.Cl.O1CCOCC1. (5) The reactants are: [CH3:1][S:2]([O:5][C:6]1([CH2:9][CH2:10]Cl)[CH2:8][CH2:7]1)(=[O:4])=[O:3].[C:12]([O-:16])(=[O:15])[CH2:13][CH3:14].[Na+].[I-].[Na+].CN(C)C(=O)C. Given the product [CH3:1][S:2]([O:5][C:6]1([CH2:9][CH2:10][O:16][C:12](=[O:15])[CH2:13][CH3:14])[CH2:8][CH2:7]1)(=[O:4])=[O:3], predict the reactants needed to synthesize it. (6) Given the product [C:11]([OH:13])(=[O:12])/[CH:10]=[CH:9]\[CH2:8][CH2:7][C:6]#[C:5][C:4]#[CH:3], predict the reactants needed to synthesize it. The reactants are: C[Si](C)(C)[C:3]#[C:4][C:5]#[C:6][CH2:7][CH2:8]/[CH:9]=[CH:10]\[C:11]([O:13]C)=[O:12].[OH-].[Na+]. (7) The reactants are: C([O:8][C:9]1[CH:14]=[CH:13][C:12]([C:15]2[C:19]([C:20]3[CH:25]=[CH:24][N:23]=[CH:22][CH:21]=3)=[CH:18][N:17]([CH2:26][CH2:27][OH:28])[N:16]=2)=[CH:11][CH:10]=1)C1C=CC=CC=1. Given the product [OH:28][CH2:27][CH2:26][N:17]1[CH:18]=[C:19]([C:20]2[CH:21]=[CH:22][N:23]=[CH:24][CH:25]=2)[C:15]([C:12]2[CH:11]=[CH:10][C:9]([OH:8])=[CH:14][CH:13]=2)=[N:16]1, predict the reactants needed to synthesize it. (8) Given the product [CH3:16][N:10]1[C:9]([C:3]2[CH:4]=[CH:5][CH:6]=[CH:7][CH:8]=2)=[CH:13][CH:12]=[N:11]1, predict the reactants needed to synthesize it. The reactants are: [H-].[Na+].[C:3]1([C:9]2[CH:13]=[CH:12][NH:11][N:10]=2)[CH:8]=[CH:7][CH:6]=[CH:5][CH:4]=1.IC.[CH3:16]N1C=CC(C2C=CC=CC=2)=N1.